This data is from Reaction yield outcomes from USPTO patents with 853,638 reactions. The task is: Predict the reaction yield, written as a fraction of the theoretical maximum amount of product (1.0 means a 100% yield; for example, 0.34 means a 34% yield). The reactants are [NH:1]1[CH:5]=[C:4]([C:6]2[C:7]([C:12]3[CH:17]=[CH:16][C:15]([F:18])=[CH:14][CH:13]=3)=[N:8][O:9][C:10]=2[CH3:11])[N:3]=[CH:2]1.[F:19][C:20]1[CH:25]=[CH:24][C:23](B(O)O)=[CH:22][CH:21]=1. No catalyst specified. The product is [F:18][C:15]1[CH:16]=[CH:17][C:12]([C:7]2[C:6]([C:4]3[N:3]=[CH:2][N:1]([C:23]4[CH:24]=[CH:25][C:20]([F:19])=[CH:21][CH:22]=4)[CH:5]=3)=[C:10]([CH3:11])[O:9][N:8]=2)=[CH:13][CH:14]=1. The yield is 0.100.